From a dataset of Catalyst prediction with 721,799 reactions and 888 catalyst types from USPTO. Predict which catalyst facilitates the given reaction. (1) Reactant: COP([CH2:7][C:8](=[O:16])[C:9]([F:15])([F:14])[CH2:10][CH2:11][CH2:12][CH3:13])(=O)OC.[OH-].[K+].[C:19]([O:22][C@@H:23]1[C@H:27]([CH2:28][CH2:29][CH2:30][CH2:31][CH2:32][CH2:33][C:34]([O:36][CH3:37])=[O:35])[C@@H:26]([CH:38]=O)[C@H:25]([O:40][CH:41]2[CH2:46][CH2:45][CH2:44][CH2:43][O:42]2)[CH2:24]1)(=[O:21])[CH3:20].O. Product: [C:19]([O:22][C@@H:23]1[C@H:27]([CH2:28][CH2:29][CH2:30][CH2:31][CH2:32][CH2:33][C:34]([O:36][CH3:37])=[O:35])[C@@H:26](/[CH:38]=[CH:7]/[C:8](=[O:16])[C:9]([F:14])([F:15])[CH2:10][CH2:11][CH2:12][CH3:13])[C@H:25]([O:40][CH:41]2[CH2:46][CH2:45][CH2:44][CH2:43][O:42]2)[CH2:24]1)(=[O:21])[CH3:20]. The catalyst class is: 310. (2) Reactant: [N:1]12[CH2:8][CH2:7][CH:4]([CH2:5][CH2:6]1)[C@@H:3]([NH:9][C:10]([C:12]1[O:13][C:14]3[C:20]([C:21]4[CH:26]=[CH:25][CH:24]=[CH:23][C:22]=4[O:27][CH3:28])=[CH:19][CH:18]=[CH:17][C:15]=3[CH:16]=1)=[O:11])[CH2:2]2.[C:29]([OH:32])(=[O:31])[CH3:30]. Product: [C:29]([OH:32])(=[O:31])[CH3:30].[N:1]12[CH2:6][CH2:5][CH:4]([CH2:7][CH2:8]1)[C@@H:3]([NH:9][C:10]([C:12]1[O:13][C:14]3[C:20]([C:21]4[CH:26]=[CH:25][CH:24]=[CH:23][C:22]=4[O:27][CH3:28])=[CH:19][CH:18]=[CH:17][C:15]=3[CH:16]=1)=[O:11])[CH2:2]2. The catalyst class is: 5. (3) Reactant: [C:1]([NH:4][C:5]1[CH:6]=[C:7]([C:11]2[CH2:12][CH2:13][N:14]([C:17]([O:19][C:20]([CH3:23])([CH3:22])[CH3:21])=[O:18])[CH2:15][CH:16]=2)[CH:8]=[CH:9][CH:10]=1)(=[O:3])[CH3:2].O=[Si]=O. Product: [C:1]([NH:4][C:5]1[CH:6]=[C:7]([CH:11]2[CH2:16][CH2:15][N:14]([C:17]([O:19][C:20]([CH3:23])([CH3:22])[CH3:21])=[O:18])[CH2:13][CH2:12]2)[CH:8]=[CH:9][CH:10]=1)(=[O:3])[CH3:2]. The catalyst class is: 50. (4) Reactant: [OH:1][C:2]1[N:6]([CH3:7])[N:5]=[C:4]([C:8]([O:10][CH3:11])=[O:9])[CH:3]=1.C(N(C(C)C)CC)(C)C.CN(C=O)C.C1C=CC(N([S:33]([C:36]([F:39])([F:38])[F:37])(=[O:35])=[O:34])[S:33]([C:36]([F:39])([F:38])[F:37])(=[O:35])=[O:34])=CC=1. Product: [CH3:7][N:6]1[C:2]([O:1][S:33]([C:36]([F:39])([F:38])[F:37])(=[O:35])=[O:34])=[CH:3][C:4]([C:8]([O:10][CH3:11])=[O:9])=[N:5]1. The catalyst class is: 6. (5) Reactant: [N:1]1[C:10]2[C:5](=[CH:6][C:7]([C:11]3([C:14]4[N:18]5[CH:19]=[C:20]([C:23]6[CH:24]=[CH:25][C:26]([N:29]7[CH2:34][CH2:33][N:32](C(OC(C)(C)C)=O)[CH2:31][CH2:30]7)=[N:27][CH:28]=6)[CH:21]=[N:22][C:17]5=[N:16][CH:15]=4)[CH2:13][CH2:12]3)=[CH:8][CH:9]=2)[CH:4]=[CH:3][CH:2]=1.FC(F)(F)C(O)=O. Product: [N:29]1([C:26]2[N:27]=[CH:28][C:23]([C:20]3[CH:21]=[N:22][C:17]4[N:18]([C:14]([C:11]5([C:7]6[CH:6]=[C:5]7[C:10](=[CH:9][CH:8]=6)[N:1]=[CH:2][CH:3]=[CH:4]7)[CH2:13][CH2:12]5)=[CH:15][N:16]=4)[CH:19]=3)=[CH:24][CH:25]=2)[CH2:30][CH2:31][NH:32][CH2:33][CH2:34]1. The catalyst class is: 2. (6) Reactant: [CH2:1]([O:4][N:5]([C:31]([O:33][C:34]([CH3:37])([CH3:36])[CH3:35])=[O:32])[C@H:6]1[CH2:11][N:10]([C:12]([O:14][C:15]([CH3:18])([CH3:17])[CH3:16])=[O:13])[C@H:9]([CH2:19][O:20][Si](C(C)(C)C)(C)C)[CH:8]=[C:7]1[CH2:28][O:29][CH3:30])[CH:2]=[CH2:3].CCCC[N+](CCCC)(CCCC)CCCC.[F-]. Product: [CH2:1]([O:4][N:5]([C:31]([O:33][C:34]([CH3:37])([CH3:36])[CH3:35])=[O:32])[C@H:6]1[CH2:11][N:10]([C:12]([O:14][C:15]([CH3:18])([CH3:17])[CH3:16])=[O:13])[C@H:9]([CH2:19][OH:20])[CH:8]=[C:7]1[CH2:28][O:29][CH3:30])[CH:2]=[CH2:3]. The catalyst class is: 1. (7) Reactant: [CH2:1]([N:3](S(F)(F)F)[CH2:4][CH3:5])[CH3:2].[FH:10].[N:11]1[CH:16]=CC=CC=1.C(N1[CH2:24][CH2:23][N:22]([C:25]2[C:34]3[C:29](=[CH:30][CH:31]=[CH:32][CH:33]=3)[CH:28]=[C:27]([C:35]3[CH:40]=[CH:39][C:38]([CH2:41][CH2:42][CH2:43]O)=CN=3)[N:26]=2)CC1)C. Product: [CH2:1]([N:3]1[CH2:24][CH2:23][N:22]([C:25]2[C:34]3[C:29](=[CH:30][CH:31]=[CH:32][CH:33]=3)[CH:28]=[C:27]([C:35]3[CH:40]=[CH:39][C:38]([CH2:41][CH2:42][CH2:43][F:10])=[N:11][CH:16]=3)[N:26]=2)[CH2:5][CH2:4]1)[CH3:2]. The catalyst class is: 2. (8) Product: [CH3:32][C:31]1[CH:30]=[CH:29][C:28]([C:33]2[N:37]=[C:36]([CH:38]3[CH2:39][N:40]([C:42]([O:44][CH3:45])=[O:43])[CH2:41]3)[O:35][N:34]=2)=[CH:27][C:26]=1[NH:25][C:11]([C:8]1[N:5]2[CH:6]=[CH:7][C:2]([CH3:1])=[CH:3][C:4]2=[N:10][CH:9]=1)=[O:13]. Reactant: [CH3:1][C:2]1[CH:7]=[CH:6][N:5]2[C:8]([C:11]([OH:13])=O)=[CH:9][N:10]=[C:4]2[CH:3]=1.C(Cl)(=O)C(Cl)=O.CN(C)C=O.[NH2:25][C:26]1[CH:27]=[C:28]([C:33]2[N:37]=[C:36]([CH:38]3[CH2:41][N:40]([C:42]([O:44][CH3:45])=[O:43])[CH2:39]3)[O:35][N:34]=2)[CH:29]=[CH:30][C:31]=1[CH3:32]. The catalyst class is: 272.